This data is from Full USPTO retrosynthesis dataset with 1.9M reactions from patents (1976-2016). The task is: Predict the reactants needed to synthesize the given product. (1) Given the product [Cl:37][C:38]1[CH:43]=[C:42]([Cl:44])[CH:41]=[CH:40][C:39]=1[C:45]1[C:50]([C:51]2[NH:55][CH:54]=[CH:53][N:52]=2)=[CH:49][N:48]=[C:47]([NH:56][CH2:57][CH2:58][NH:59][C:24]2[N:29]=[C:28]([NH:30][C:31](=[O:33])[CH3:32])[C:27]([N+:34]([O-:36])=[O:35])=[CH:26][CH:25]=2)[N:46]=1, predict the reactants needed to synthesize it. The reactants are: ClC1C=C(Cl)C=CC=1C1C(C2NC=CN=2)=CN=C(CCN)N=1.Cl[C:24]1[N:29]=[C:28]([NH:30][C:31](=[O:33])[CH3:32])[C:27]([N+:34]([O-:36])=[O:35])=[CH:26][CH:25]=1.[Cl:37][C:38]1[CH:43]=[C:42]([Cl:44])[CH:41]=[CH:40][C:39]=1[C:45]1[C:50]([C:51]2[NH:52][CH:53]=[CH:54][N:55]=2)=[CH:49][N:48]=[C:47]([NH:56][CH2:57][CH2:58][NH:59]C2C=CC([N+]([O-])=O)=C(OC)N=2)[N:46]=1. (2) Given the product [NH:2]1[C:10]2[C:5](=[CH:6][CH:7]=[CH:8][CH:9]=2)[C:4](/[CH:11]=[CH:45]/[C:44]2[CH:47]=[CH:48][C:41]([O:40][CH2:39][CH2:38][N:33]3[C:34](=[O:37])[CH2:35][NH:36][C:32]3=[O:31])=[C:42]([O:52][CH3:53])[C:43]=2[N+:49]([O-:51])=[O:50])=[N:3]1, predict the reactants needed to synthesize it. The reactants are: [Br-].[NH:2]1[C:10]2[C:5](=[CH:6][CH:7]=[CH:8][CH:9]=2)[C:4]([CH2:11][P+](C2C=CC=CC=2)(C2C=CC=CC=2)C2C=CC=CC=2)=[N:3]1.[O:31]=[C:32]1[NH:36][CH2:35][C:34](=[O:37])[N:33]1[CH2:38][CH2:39][O:40][C:41]1[CH:48]=[CH:47][C:44]([CH:45]=O)=[C:43]([N+:49]([O-:51])=[O:50])[C:42]=1[O:52][CH3:53].C(=O)([O-])[O-].[K+].[K+].O.